Dataset: Reaction yield outcomes from USPTO patents with 853,638 reactions. Task: Predict the reaction yield, written as a fraction of the theoretical maximum amount of product (1.0 means a 100% yield; for example, 0.34 means a 34% yield). (1) The yield is 0.955. The catalyst is CO. The reactants are [Br:1][C:2]1[CH:10]=[CH:9][C:5]([C:6]([OH:8])=[O:7])=[C:4]([CH3:11])[CH:3]=1.[C:12](Cl)(=O)C. The product is [Br:1][C:2]1[CH:10]=[CH:9][C:5]([C:6]([O:8][CH3:12])=[O:7])=[C:4]([CH3:11])[CH:3]=1. (2) The reactants are C(N(CC)CC)C.[C:8](Cl)(=[O:10])[CH3:9].[CH2:12]([O:19][C:20]1[CH:25]=[CH:24][N:23]([C:26]2[N:31]=[C:30]3[N:32]([CH3:39])[C:33]4[CH2:38][CH2:37][NH:36][CH2:35][C:34]=4[C:29]3=[CH:28][CH:27]=2)[C:22](=[O:40])[CH:21]=1)[C:13]1[CH:18]=[CH:17][CH:16]=[CH:15][CH:14]=1. The catalyst is CN(C1C=CN=CC=1)C.C(Cl)Cl. The product is [C:8]([N:36]1[CH2:37][CH2:38][C:33]2[N:32]([CH3:39])[C:30]3[C:29]([C:34]=2[CH2:35]1)=[CH:28][CH:27]=[C:26]([N:23]1[CH:24]=[CH:25][C:20]([O:19][CH2:12][C:13]2[CH:14]=[CH:15][CH:16]=[CH:17][CH:18]=2)=[CH:21][C:22]1=[O:40])[N:31]=3)(=[O:10])[CH3:9]. The yield is 0.830. (3) The reactants are [NH2:1][C:2]1[CH:3]=[CH:4][C:5]([O:11][C:12]2[CH:17]=[CH:16][CH:15]=[CH:14][CH:13]=2)=[C:6]([C:8](=O)[CH3:9])[CH:7]=1.[BH4-].[Na+].[Al+3].[Cl-].[Cl-].[Cl-].O. The catalyst is C1COCC1. The product is [CH2:8]([C:6]1[CH:7]=[C:2]([NH2:1])[CH:3]=[CH:4][C:5]=1[O:11][C:12]1[CH:13]=[CH:14][CH:15]=[CH:16][CH:17]=1)[CH3:9]. The yield is 0.100. (4) The reactants are [NH2:1][C:2]1[CH:3]=[N:4][CH:5]=[C:6]([CH:11]=1)[C:7]([O:9][CH3:10])=[O:8].N1C=CC=CC=1.Cl[C:19]([O:21][C:22]1[CH:27]=[CH:26][C:25]([N+:28]([O-:30])=[O:29])=[CH:24][CH:23]=1)=[O:20]. The catalyst is ClCCl. The product is [N+:28]([C:25]1[CH:26]=[CH:27][C:22]([O:21][C:19]([NH:1][C:2]2[CH:3]=[N:4][CH:5]=[C:6]([CH:11]=2)[C:7]([O:9][CH3:10])=[O:8])=[O:20])=[CH:23][CH:24]=1)([O-:30])=[O:29]. The yield is 0.870. (5) The reactants are [CH3:1][O:2][C:3]([NH:5][C@H:6]([C:11]([N:13]1[CH2:17][C@@H:16]([CH3:18])[CH2:15][C@H:14]1[C:19]1[NH:20][C:21]([C:24]2[CH:29]=[C:28]3[CH2:30][O:31][C:32]4[CH:59]=[C:58]5[C:35]([CH:36]=[CH:37][C:38]6[N:42]=[C:41]([C@@H:43]7[CH2:47][C@H:46]([CH2:48][O:49][CH3:50])[CH2:45][N:44]7C(OC(C)(C)C)=O)[NH:40][C:39]=65)=[CH:34][C:33]=4[C:27]3=[CH:26][CH:25]=2)=[CH:22][N:23]=1)=[O:12])[C@@H:7]([CH2:9][CH3:10])[CH3:8])=[O:4].[CH3:60][O:61][C:62]([NH:64][C@@H:65]([C@@H:69]([CH3:72])[CH2:70][CH3:71])[C:66](O)=[O:67])=[O:63].CN(C(ON1N=NC2C=CC=NC1=2)=[N+](C)C)C.F[P-](F)(F)(F)(F)F.CN1CCOCC1. The catalyst is Cl.CCO.CN(C=O)C. The product is [CH3:1][O:2][C:3]([NH:5][C@@H:6]([C@H:7]([CH3:8])[CH2:9][CH3:10])[C:11]([N:13]1[CH2:17][C@@H:16]([CH3:18])[CH2:15][C@H:14]1[C:19]1[NH:20][C:21]([C:24]2[CH:29]=[C:28]3[CH2:30][O:31][C:32]4[CH:59]=[C:58]5[C:35]([CH:36]=[CH:37][C:38]6[N:42]=[C:41]([C@@H:43]7[CH2:47][C@H:46]([CH2:48][O:49][CH3:50])[CH2:45][N:44]7[C:66](=[O:67])[CH:65]([NH:64][C:62](=[O:63])[O:61][CH3:60])[C@H:69]([CH3:72])[CH2:70][CH3:71])[NH:40][C:39]=65)=[CH:34][C:33]=4[C:27]3=[CH:26][CH:25]=2)=[CH:22][N:23]=1)=[O:12])=[O:4]. The yield is 0.860. (6) The reactants are CS(O[CH:6]1[CH2:11][CH2:10][C:9]2([C:15]3[CH:16]=[CH:17][CH:18]=[CH:19][C:14]=3[C:13](=[O:20])[O:12]2)[CH2:8][CH2:7]1)(=O)=O.[N-:21]=[N+:22]=[N-:23].[Na+]. The catalyst is CN(C=O)C. The product is [N:21]([CH:6]1[CH2:11][CH2:10][C:9]2([C:15]3[CH:16]=[CH:17][CH:18]=[CH:19][C:14]=3[C:13](=[O:20])[O:12]2)[CH2:8][CH2:7]1)=[N+:22]=[N-:23]. The yield is 0.910. (7) The reactants are [CH3:1][C:2]([CH3:17])([CH3:16])[C:3]#[C:4][C:5]1[CH:11]=[C:10]([N+:12]([O-:14])=[O:13])[C:9]([F:15])=[CH:8][C:6]=1[NH2:7].CCN(CC)CC.[C:25](Cl)(=[O:29])[CH2:26][CH2:27][CH3:28].O. The catalyst is ClCCl. The product is [CH3:1][C:2]([CH3:17])([CH3:16])[C:3]#[C:4][C:5]1[CH:11]=[C:10]([N+:12]([O-:14])=[O:13])[C:9]([F:15])=[CH:8][C:6]=1[NH:7][C:25](=[O:29])[CH2:26][CH2:27][CH3:28]. The yield is 0.670. (8) The reactants are [Br:1][C:2]1[CH:7]=[CH:6][C:5]([NH:8][C:9](=[O:20])[C:10]2[CH:15]=[CH:14][C:13](Cl)=[C:12]([N+:17]([O-:19])=[O:18])[CH:11]=2)=[CH:4][CH:3]=1.[NH2:21][C:22]1[CH:27]=[CH:26][C:25]([SH:28])=[CH:24][CH:23]=1.C(=O)([O-])[O-].[Cs+].[Cs+].Cl. The catalyst is CN(C)C=O. The product is [NH2:21][C:22]1[CH:27]=[CH:26][C:25]([S:28][C:13]2[CH:14]=[CH:15][C:10]([C:9]([NH:8][C:5]3[CH:6]=[CH:7][C:2]([Br:1])=[CH:3][CH:4]=3)=[O:20])=[CH:11][C:12]=2[N+:17]([O-:19])=[O:18])=[CH:24][CH:23]=1. The yield is 0.960. (9) The reactants are [OH:1][C:2]1[CH:3]=[CH:4][CH:5]=[C:6]2[C:11]=1[N:10]=[CH:9][CH:8]=[CH:7]2.ClCCl.[OH:15]O. The catalyst is C[Re](=O)(=O)=O.[O-2].[O-2].[Mn+4]. The product is [OH:1][C:2]1[CH:3]=[CH:4][CH:5]=[C:6]2[C:11]=1[N+:10]([O-:15])=[CH:9][CH:8]=[CH:7]2. The yield is 0.970.